From a dataset of hERG Central: cardiac toxicity at 1µM, 10µM, and general inhibition. Predict hERG channel inhibition at various concentrations. (1) Results: hERG_inhib (hERG inhibition (general)): blocker. The drug is CCOC(=O)C1CCCN(C(=O)c2ccc(-c3ccc([N+](=O)[O-])cc3)o2)C1. (2) The molecule is CCOC(=O)c1ccc(NC(=S)N(CCCN2CCC(C)CC2)Cc2cccs2)cc1. Results: hERG_inhib (hERG inhibition (general)): blocker.